Dataset: Catalyst prediction with 721,799 reactions and 888 catalyst types from USPTO. Task: Predict which catalyst facilitates the given reaction. (1) Reactant: [OH:1][C:2]1[C:7]2[C@@:8]3([OH:45])[C@@:21]([O:25][CH3:26])([C@H:22]([OH:24])[CH2:23][C:6]=2[CH:5]=[C:4]([CH3:46])[C:3]=1[C:47](O)=[O:48])[C:20](=[O:27])[C:19]1[C:10](=[CH:11][C:12]2[C:13](=[O:43])[C:14]([NH:30][CH:31]4[C@H:36]([O:37][CH3:38])[C@H:35]([OH:39])[C@@H:34]([O:40][CH3:41])[C@H:33]([CH3:42])[O:32]4)=[CH:15][C:16](=[O:29])[C:17]=2[C:18]=1[OH:28])[C:9]3=[O:44].[CH2:50]([NH2:57])[C:51]1[CH:56]=[CH:55][CH:54]=[CH:53][CH:52]=1.O.ON1C2C=CC=CC=2N=N1. Product: [CH2:50]([NH:57][C:47]([C:3]1[C:4]([CH3:46])=[CH:5][C:6]2[CH2:23][C@@H:22]([OH:24])[C@:21]3([O:25][CH3:26])[C@@:8]([OH:45])([C:9](=[O:44])[C:10]4[C:19]([C:20]3=[O:27])=[C:18]([OH:28])[C:17]3[C:16](=[O:29])[CH:15]=[C:14]([NH:30][CH:31]5[C@H:36]([O:37][CH3:38])[C@H:35]([OH:39])[C@@H:34]([O:40][CH3:41])[C@H:33]([CH3:42])[O:32]5)[C:13](=[O:43])[C:12]=3[CH:11]=4)[C:7]=2[C:2]=1[OH:1])=[O:48])[C:51]1[CH:56]=[CH:55][CH:54]=[CH:53][CH:52]=1. The catalyst class is: 1. (2) Reactant: [CH:1]1([NH:4][C:5]([C:7]2[CH:8]=[C:9]([F:31])[C:10]([CH3:30])=[C:11]([C:13]3[C:14]([C:27]([OH:29])=O)=[CH:15][C:16]([C:19]([NH:21][CH2:22][C:23]([CH3:26])([CH3:25])[CH3:24])=[O:20])=[CH:17][CH:18]=3)[CH:12]=2)=[O:6])[CH2:3][CH2:2]1.CN(C(ON1N=NC2C=CC=CC1=2)=[N+](C)C)C.F[P-](F)(F)(F)(F)F.CCN(CC)CC.[CH2:63]([N:67]([CH2:72][CH2:73][CH2:74][CH3:75])[CH2:68][CH2:69][CH2:70][NH2:71])[CH2:64][CH2:65][CH3:66]. Product: [CH:1]1([NH:4][C:5]([C:7]2[CH:12]=[C:11]([C:13]3[C:14]([C:27]([NH:71][CH2:70][CH2:69][CH2:68][N:67]([CH2:72][CH2:73][CH2:74][CH3:75])[CH2:63][CH2:64][CH2:65][CH3:66])=[O:29])=[CH:15][C:16]([C:19]([NH:21][CH2:22][C:23]([CH3:26])([CH3:25])[CH3:24])=[O:20])=[CH:17][CH:18]=3)[C:10]([CH3:30])=[C:9]([F:31])[CH:8]=2)=[O:6])[CH2:3][CH2:2]1. The catalyst class is: 3.